Dataset: Forward reaction prediction with 1.9M reactions from USPTO patents (1976-2016). Task: Predict the product of the given reaction. Given the reactants [NH2:1][C:2]([NH2:4])=[O:3].[F:5][CH:6]([C:11](OC)=[O:12])[C:7](OC)=[O:8].C[O-].[Na+], predict the reaction product. The product is: [F:5][C:6]1[C:7](=[O:8])[NH:1][C:2](=[O:3])[NH:4][C:11]=1[OH:12].